Regression. Given a target protein amino acid sequence and a drug SMILES string, predict the binding affinity score between them. We predict pIC50 (pIC50 = -log10(IC50 in M); higher means more potent). Dataset: bindingdb_ic50. From a dataset of Drug-target binding data from BindingDB using IC50 measurements. (1) The compound is O=C(/C=C/c1cccnc1)c1ccc2ccc3ccccc3c2c1. The target protein (P04798) has sequence MLFPISMSATEFLLASVIFCLVFWVIRASRPQVPKGLKNPPGPWGWPLIGHMLTLGKNPHLALSRMSQQYGDVLQIRIGSTPVVVLSGLDTIRQALVRQGDDFKGRPDLYTFTLISNGQSMSFSPDSGPVWAARRRLAQNGLKSFSIASDPASSTSCYLEEHVSKEAEVLISTLQELMAGPGHFNPYRYVVVSVTNVICAICFGRRYDHNHQELLSLVNLNNNFGEVVGSGNPADFIPILRYLPNPSLNAFKDLNEKFYSFMQKMVKEHYKTFEKGHIRDITDSLIEHCQEKQLDENANVQLSDEKIINIVLDLFGAGFDTVTTAISWSLMYLVMNPRVQRKIQEELDTVIGRSRRPRLSDRSHLPYMEAFILETFRHSSFVPFTIPHSTTRDTSLKGFYIPKGRCVFVNQWQINHDQKLWVNPSEFLPERFLTPDGAIDKVLSEKVIIFGMGKRKCIGETIARWEVFLFLAILLQRVEFSVPLGVKVDMTPIYGLTMKH.... The pIC50 is 6.9. (2) The target protein (P9WGY9) has sequence MLEGCILADSRQSKTAASPSPSRPQSSSNNSVPGAPNRVSFAKLREPLEVPGLLDVQTDSFEWLIGSPRWRESAAERGDVNPVGGLEEVLYELSPIEDFSGSMSLSFSDPRFDDVKAPVDECKDKDMTYAAPLFVTAEFINNNTGEIKSQTVFMGDFPMMTEKGTFIINGTERVVVSQLVRSPGVYFDETIDKSTDKTLHSVKVIPSRGAWLEFDVDKRDTVGVRIDRKRRQPVTVLLKALGWTSEQIVERFGFSEIMRSTLEKDNTVGTDEALLDIYRKLRPGEPPTKESAQTLLENLFFKEKRYDLARVGRYKVNKKLGLHVGEPITSSTLTEEDVVATIEYLVRLHEGQTTMTVPGGVEVPVETDDIDHFGNRRLRTVGELIQNQIRVGMSRMERVVRERMTTQDVEAITPQTLINIRPVVAAIKEFFGTSQLSQFMDQNNPLSGLTHKRRLSALGPGGLSRERAGLEVRDVHPSHYGRMCPIETPEGPNIGLIGSL.... The drug is CO[C@H]1/C=C/O[C@@]2(C)Oc3c(C)c(SC)c4c(c3C2=O)C(=O)C=C(NC(=O)/C(C)=C\C=C\[C@H](C)[C@H](O)[C@@H](C)[C@@H](O)[C@@H](C)[C@H](OC(C)=O)[C@@H]1C)C4=O. The pIC50 is 7.8. (3) The drug is O=C(O)Cc1cccc(-c2ccccc2O[C@H]2O[C@H](CO)[C@@H](O)[C@H](O)[C@@H]2O)c1. The target protein (P14151) has sequence MIFPWKCQSTQRDLWNIFKLWGWTMLCCDFLAHHGTDCWTYHYSEKPMNWQRARRFCRDNYTDLVAIQNKAEIEYLEKTLPFSRSYYWIGIRKIGGIWTWVGTNKSLTEEAENWGDGEPNNKKNKEDCVEIYIKRNKDAGKWNDDACHKLKAALCYTASCQPWSCSGHGECVEIINNYTCNCDVGYYGPQCQFVIQCEPLEAPELGTMDCTHPLGNFSFSSQCAFSCSEGTNLTGIEETTCGPFGNWSSPEPTCQVIQCEPLSAPDLGIMNCSHPLASFSFTSACTFICSEGTELIGKKKTICESSGIWSNPSPICQKLDKSFSMIKEGDYNPLFIPVAVMVTAFSGLAFIIWLARRLKKGKKSKRSMNDPY. The pIC50 is 3.3.